From a dataset of Full USPTO retrosynthesis dataset with 1.9M reactions from patents (1976-2016). Predict the reactants needed to synthesize the given product. (1) Given the product [CH3:12][O:25][C@H:23]1[O:26][C@@H:27]2[CH2:11][O:10][CH:3]([C:4]3[CH:5]=[CH:6][CH:7]=[CH:8][CH:9]=3)[O:2][C@H:1]2[C@H:29]([OH:32])[C@@H:37]1[OH:38], predict the reactants needed to synthesize it. The reactants are: [CH3:1][O:2][CH:3]([O:10][CH3:11])[C:4]1[CH:9]=[CH:8][CH:7]=[CH:6][CH:5]=1.[CH3:12]C1C=CC(S(O)(=O)=O)=CC=1.[C:23]([O:26][CH2:27]C)(=[O:25])C.[C:29]([O-:32])(O)=O.[Na+].CN([CH:37]=[O:38])C. (2) Given the product [CH3:1][O:2][C:3](=[O:28])[CH2:4][CH2:5][CH2:6][CH2:7][CH2:8][O:9][C:10]1[CH:11]=[CH:12][C:13]([NH:16][C:17](=[O:27])[CH2:18][OH:19])=[CH:14][CH:15]=1, predict the reactants needed to synthesize it. The reactants are: [CH3:1][O:2][C:3](=[O:28])[CH2:4][CH2:5][CH2:6][CH2:7][CH2:8][O:9][C:10]1[CH:15]=[CH:14][C:13]([NH:16][C:17](=[O:27])[CH2:18][O:19]CC2C=CC=CC=2)=[CH:12][CH:11]=1. (3) The reactants are: S(=O)(=O)(O)O.[NH2:6][C@@H:7]([CH:11]1[CH2:13][CH2:12]1)[C:8]([OH:10])=[O:9].[CH2:14](O)[CH3:15]. Given the product [NH2:6][C@@H:7]([CH:11]1[CH2:13][CH2:12]1)[C:8]([O:10][CH2:14][CH3:15])=[O:9], predict the reactants needed to synthesize it. (4) Given the product [Cl:45][C:7]1[CH:8]=[C:9]2[C:4](=[CH:5][CH:6]=1)[O:3][C:2]1([CH2:11][CH2:10][CH2:13]1)[CH2:62][CH:61]2[NH:58][C:59](=[O:55])[CH:29]([C:19]1[CH:20]=[CH:21][CH:22]=[C:23]([NH:24][S:25]([CH3:28])(=[O:26])=[O:27])[C:18]=1[O:17][CH:14]([CH3:15])[CH3:16])[CH3:30], predict the reactants needed to synthesize it. The reactants are: C[C:2]1([CH3:13])[CH2:11][CH:10](N)[C:9]2[C:4](=[CH:5][CH:6]=[CH:7][CH:8]=2)[O:3]1.[CH:14]([O:17][C:18]1[C:23]([NH:24][S:25]([CH3:28])(=[O:27])=[O:26])=[CH:22][CH:21]=[CH:20][C:19]=1[CH2:29][CH2:30]C(O)=O)([CH3:16])[CH3:15].CCN=C=NCCCN(C)C.[ClH:45].C1C=CC2N([OH:55])N=NC=2C=1.C([N:58]([CH2:61][CH3:62])[CH2:59]C)C. (5) The reactants are: [CH3:1][S:2](Cl)(=[O:4])=[O:3].[CH3:6][N:7]1[C:12](=[O:13])[CH:11]=[C:10]([CH:14]2[CH2:19][CH2:18][NH:17][CH2:16][CH2:15]2)[C:9]([C:20]2[CH:25]=[CH:24][CH:23]=[CH:22][C:21]=2[O:26][C:27]2[CH:32]=[CH:31][CH:30]=[CH:29][CH:28]=2)=[N:8]1.C(N(CC)CC)C. Given the product [CH3:6][N:7]1[C:12](=[O:13])[CH:11]=[C:10]([CH:14]2[CH2:15][CH2:16][N:17]([S:2]([CH3:1])(=[O:4])=[O:3])[CH2:18][CH2:19]2)[C:9]([C:20]2[CH:25]=[CH:24][CH:23]=[CH:22][C:21]=2[O:26][C:27]2[CH:32]=[CH:31][CH:30]=[CH:29][CH:28]=2)=[N:8]1, predict the reactants needed to synthesize it. (6) Given the product [Br:1][C:2]1[CH:3]=[C:4]2[C:9](=[CH:10][CH:11]=1)[C:8]([F:12])=[C:7]([F:14])[CH:6]=[CH:5]2, predict the reactants needed to synthesize it. The reactants are: [Br:1][C:2]1[CH:3]=[C:4]2[C:9](=[CH:10][CH:11]=1)[C:8](F)([F:12])[C:7](F)([F:14])[CH:6]=[CH:5]2.C1COCC1.[NH4+].[Cl-].[NH4+].[OH-]. (7) Given the product [CH3:22][O:21][C:15]1[CH:14]=[C:13]2[C:18](=[CH:17][C:16]=1[O:19][CH3:20])[CH:9]=[N:10][CH:11]=[CH:12]2, predict the reactants needed to synthesize it. The reactants are: C(OC)=O.[Cl-].C([C:9]1[C:18]2[C:13](=[CH:14][C:15]([O:21][CH3:22])=[C:16]([O:19][CH3:20])[CH:17]=2)[CH:12]=[CH:11][N+:10]=1CC1C(F)=CC=CC=1Cl)CC. (8) Given the product [N:77]1[C:69]([S:68][CH2:24][C:13]2[C:14]([C:17]3[CH:22]=[CH:21][CH:20]=[CH:19][C:18]=3[CH3:23])=[N:15][C:16]3[C:11]([CH:12]=2)=[CH:10][CH:9]=[CH:8][C:7]=3[CH3:6])=[C:70]2[C:74]([NH:73][CH:72]=[N:71]2)=[N:75][CH:76]=1, predict the reactants needed to synthesize it. The reactants are: C(Br)(Br)(Br)Br.[CH3:6][C:7]1[CH:8]=[CH:9][CH:10]=[C:11]2[C:16]=1[N:15]=[C:14]([C:17]1[CH:22]=[CH:21][CH:20]=[CH:19][C:18]=1[CH3:23])[C:13]([CH2:24]O)=[CH:12]2.C1(P(C2C=CC=CC=2)C2C=CC=CC=2)C=CC=CC=1.[OH-].[Na+].BrCC1C(C2C=CC=CC=2C)=NC2C(C=1)=CC=CC=2C.O.[SH:68][C:69]1[N:77]=[CH:76][N:75]=[C:74]2[C:70]=1[NH:71][CH:72]=[N:73]2.Cl. (9) Given the product [NH2:8][C:9]1[C:18]2[CH2:17][CH2:16][O:15][C:14]3[CH:19]=[C:20]([N:23]4[CH2:27][C@H:26]([CH2:28][NH:29][C:30](=[O:32])[CH3:31])[O:25][C:24]4=[O:33])[CH:21]=[CH:22][C:13]=3[C:12]=2[NH:11][N:10]=1, predict the reactants needed to synthesize it. The reactants are: COC1C=CC(C[NH:8][C:9]2[C:18]3[CH2:17][CH2:16][O:15][C:14]4[CH:19]=[C:20]([N:23]5[CH2:27][C@H:26]([CH2:28][NH:29][C:30](=[O:32])[CH3:31])[O:25][C:24]5=[O:33])[CH:21]=[CH:22][C:13]=4[C:12]=3[NH:11][N:10]=2)=CC=1.C([SiH](CC)CC)C.FC(F)(F)C(O)=O.